Dataset: Forward reaction prediction with 1.9M reactions from USPTO patents (1976-2016). Task: Predict the product of the given reaction. (1) Given the reactants [CH3:1][C:2]1[C:7]([CH3:8])=[CH:6][C:5]([NH:9][CH2:10][CH2:11][CH2:12][CH2:13][CH2:14][CH2:15][C:16]([OH:18])=[O:17])=[C:4]([N+:19]([O-:21])=[O:20])[CH:3]=1.[Cl-].[Mg+2].[Cl-], predict the reaction product. The product is: [C:2]([O:17][C:16](=[O:18])[CH2:15][CH2:14][CH2:13][CH2:12][CH2:11][CH2:10][NH:9][C:5]1[CH:6]=[C:7]([CH3:8])[C:2]([CH3:1])=[CH:3][C:4]=1[N+:19]([O-:21])=[O:20])([CH3:7])([CH3:3])[CH3:1]. (2) Given the reactants I[CH2:2][C@@H:3]1[CH2:7][CH2:6][N:5]([C:8]([O:10][C:11]([CH3:14])([CH3:13])[CH3:12])=[O:9])[CH2:4]1.[Br:15][C:16]1[CH:21]=[CH:20][CH:19]=[CH:18][C:17]=1B(O)O, predict the reaction product. The product is: [Br:15][C:16]1[CH:21]=[CH:20][CH:19]=[CH:18][C:17]=1[CH2:2][C@@H:3]1[CH2:7][CH2:6][N:5]([C:8]([O:10][C:11]([CH3:14])([CH3:13])[CH3:12])=[O:9])[CH2:4]1. (3) Given the reactants FC(F)(F)S(O)(=O)=O.[Br:9][C:10]1[C:11]([NH:22][NH2:23])=[N:12][CH:13]=[C:14]([C:16]2[CH:21]=[CH:20][CH:19]=[CH:18][CH:17]=2)[N:15]=1.C1N=CN([C:29](N2C=NC=C2)=[O:30])C=1, predict the reaction product. The product is: [Br:9][C:10]1[C:11]2[N:12]([C:29](=[O:30])[NH:23][N:22]=2)[CH:13]=[C:14]([C:16]2[CH:21]=[CH:20][CH:19]=[CH:18][CH:17]=2)[N:15]=1. (4) Given the reactants [CH3:1][C@H:2]1[CH2:7][NH:6][C@H:5]([CH3:8])[CH2:4][N:3]1[C@H:9]([C:16]1[CH:28]=[CH:27][C:19]([C:20]([N:22]([CH2:25][CH3:26])[CH2:23][CH3:24])=[O:21])=[CH:18][CH:17]=1)[C:10]1[CH:15]=[CH:14][CH:13]=[CH:12][CH:11]=1.[I-].[Na+].C(N(CC)CC)C.[F:38][C:39]1[CH:40]=[C:41]([CH:44]=[CH:45][CH:46]=1)[CH2:42]Br, predict the reaction product. The product is: [CH3:1][C@H:2]1[CH2:7][N:6]([CH2:42][C:41]2[CH:44]=[CH:45][CH:46]=[C:39]([F:38])[CH:40]=2)[C@H:5]([CH3:8])[CH2:4][N:3]1[C@H:9]([C:16]1[CH:17]=[CH:18][C:19]([C:20]([N:22]([CH2:25][CH3:26])[CH2:23][CH3:24])=[O:21])=[CH:27][CH:28]=1)[C:10]1[CH:11]=[CH:12][CH:13]=[CH:14][CH:15]=1. (5) Given the reactants C([O:5][C:6](=[O:20])[NH:7][CH:8]([C:10](=[O:19])[NH:11][C:12]1[CH:17]=[CH:16][CH:15]=[CH:14][C:13]=1[CH3:18])[CH3:9])(C)(C)C, predict the reaction product. The product is: [CH:6]([OH:20])=[O:5].[NH2:7][CH:8]([CH3:9])[C:10]([NH:11][C:12]1[CH:17]=[CH:16][CH:15]=[CH:14][C:13]=1[CH3:18])=[O:19]. (6) The product is: [F:14][C:15]1[CH:20]=[CH:19][C:18]([CH2:21][NH:22][C:3]([C:5]2[N:6]=[C:7]([CH3:13])[NH:8][C:9](=[O:12])[C:10]=2[OH:11])=[O:4])=[CH:17][CH:16]=1. Given the reactants CO[C:3]([C:5]1[C:10]([OH:11])=[C:9]([OH:12])[N:8]=[C:7]([CH3:13])[N:6]=1)=[O:4].[F:14][C:15]1[CH:20]=[CH:19][C:18]([CH2:21][NH2:22])=[CH:17][CH:16]=1.Cl, predict the reaction product. (7) Given the reactants [CH:1]([C:4]1[CH:9]=[CH:8][C:7]([NH:10][C:11]2[CH:19]=[CH:18][CH:17]=[C:13]([C:14]([OH:16])=O)[C:12]=2[C:20](O)=[O:21])=[CH:6][CH:5]=1)([CH3:3])[CH3:2].Cl.[NH2:24][CH:25]1[CH2:31][CH2:30][C:29](=[O:32])[NH:28][C:26]1=[O:27], predict the reaction product. The product is: [CH:1]([C:4]1[CH:9]=[CH:8][C:7]([NH:10][C:11]2[CH:19]=[CH:18][CH:17]=[C:13]3[C:12]=2[C:20](=[O:21])[N:24]([CH:25]2[CH2:31][CH2:30][C:29](=[O:32])[NH:28][C:26]2=[O:27])[C:14]3=[O:16])=[CH:6][CH:5]=1)([CH3:3])[CH3:2].